The task is: Predict the reactants needed to synthesize the given product.. This data is from Full USPTO retrosynthesis dataset with 1.9M reactions from patents (1976-2016). The reactants are: [Br:1][C:2]1[CH:7]=[CH:6][CH:5]=[CH:4][C:3]=1[C:8]1[C:15]2[S:14][C:13]([NH2:16])=[N:12][C:11]=2[NH:10][N:9]=1.Cl.[N:18]1([CH2:24][C:25]2[O:29][C:28]([C:30](Cl)=[O:31])=[CH:27][CH:26]=2)[CH2:23][CH2:22][O:21][CH2:20][CH2:19]1.C(O)C(N)(CO)CO. Given the product [Br:1][C:2]1[CH:7]=[CH:6][CH:5]=[CH:4][C:3]=1[C:8]1[C:15]2[S:14][C:13]([NH:16][C:30]([C:28]3[O:29][C:25]([CH2:24][N:18]4[CH2:19][CH2:20][O:21][CH2:22][CH2:23]4)=[CH:26][CH:27]=3)=[O:31])=[N:12][C:11]=2[NH:10][N:9]=1, predict the reactants needed to synthesize it.